Dataset: Forward reaction prediction with 1.9M reactions from USPTO patents (1976-2016). Task: Predict the product of the given reaction. (1) The product is: [F:1][C:2]([F:13])([F:14])[C:3]1[CH:12]=[CH:11][C:6]([C:7]2[O:8][C:21]([NH2:20])=[N:10][N:9]=2)=[CH:5][CH:4]=1. Given the reactants [F:1][C:2]([F:14])([F:13])[C:3]1[CH:12]=[CH:11][C:6]([C:7]([NH:9][NH2:10])=[O:8])=[CH:5][CH:4]=1.C(=O)(O)[O-].[Na+].[N:20]#[C:21]Br, predict the reaction product. (2) Given the reactants [OH-].[Li+].[CH3:3][O:4][C:5]1[CH:10]=[CH:9][C:8]([N:11]2[C:15]([C:16]([O:18]C)=[O:17])=[CH:14][C:13]([S:20][CH3:21])=[N:12]2)=[CH:7][CH:6]=1, predict the reaction product. The product is: [CH3:3][O:4][C:5]1[CH:6]=[CH:7][C:8]([N:11]2[C:15]([C:16]([OH:18])=[O:17])=[CH:14][C:13]([S:20][CH3:21])=[N:12]2)=[CH:9][CH:10]=1. (3) Given the reactants [S:1]([NH:11][C:12]1[N:17]2[C:18]3[N:24]=[CH:23][CH:22]=[CH:21][C:19]=3[CH:20]=[C:16]2[C:15]([O:25]C2CCCCO2)=[CH:14][N:13]=1)([C:4]1[CH:10]=[CH:9][C:7]([CH3:8])=[CH:6][CH:5]=1)(=[O:3])=[O:2].Cl, predict the reaction product. The product is: [S:1]([NH:11][C:12]1[N:17]2[C:18]3[N:24]=[CH:23][CH:22]=[CH:21][C:19]=3[CH:20]=[C:16]2[C:15]([OH:25])=[CH:14][N:13]=1)([C:4]1[CH:5]=[CH:6][C:7]([CH3:8])=[CH:9][CH:10]=1)(=[O:2])=[O:3]. (4) The product is: [CH3:36][O:35][N:34]([CH3:33])[C:11]([C:8]1[S:7][C:6]2[CH:5]=[CH:4][CH:3]=[C:2]([F:1])[C:10]=2[CH:9]=1)=[O:13]. Given the reactants [F:1][C:2]1[C:10]2[CH:9]=[C:8]([C:11]([OH:13])=O)[S:7][C:6]=2[CH:5]=[CH:4][CH:3]=1.ClC1N=C(OC)N=C(OC)N=1.CN1CCOCC1.Cl.[CH3:33][NH:34][O:35][CH3:36], predict the reaction product.